This data is from Forward reaction prediction with 1.9M reactions from USPTO patents (1976-2016). The task is: Predict the product of the given reaction. (1) Given the reactants [Br:1][C:2]1[CH:3]=[CH:4][C:5]([CH2:28]O)=[C:6]([NH:8][C:9]2([CH2:20][C:21]3[CH:26]=[CH:25][CH:24]=[C:23]([Cl:27])[CH:22]=3)[C:17]3[C:12](=[CH:13][C:14]([Cl:18])=[CH:15][CH:16]=3)[NH:11][C:10]2=[O:19])[CH:7]=1.O=S(Cl)Cl.C([O-])([O-])=O.[K+].[K+].[N:40]1([C:46](=[O:48])[CH3:47])[CH2:45][CH2:44][NH:43][CH2:42][CH2:41]1, predict the reaction product. The product is: [C:46]([N:40]1[CH2:45][CH2:44][N:43]([CH2:28][C:5]2[CH:4]=[CH:3][C:2]([Br:1])=[CH:7][C:6]=2[NH:8][C:9]2([CH2:20][C:21]3[CH:26]=[CH:25][CH:24]=[C:23]([Cl:27])[CH:22]=3)[C:17]3[C:12](=[CH:13][C:14]([Cl:18])=[CH:15][CH:16]=3)[NH:11][C:10]2=[O:19])[CH2:42][CH2:41]1)(=[O:48])[CH3:47]. (2) Given the reactants [CH2:1]([S:8][C:9]1[CH:10]=[CH:11][C:12]([NH:22][CH:23]2[CH2:27][CH2:26][CH:25]([C:28]3[CH:33]=[CH:32][CH:31]=[C:30]([F:34])[CH:29]=3)[CH2:24]2)=[C:13](/[CH:15]=[CH:16]/[C:17](OCC)=[O:18])[CH:14]=1)[C:2]1[CH:7]=[CH:6][CH:5]=[CH:4][CH:3]=1.C[O-].[Na+], predict the reaction product. The product is: [CH2:1]([S:8][C:9]1[CH:14]=[C:13]2[C:12](=[CH:11][CH:10]=1)[N:22]([CH:23]1[CH2:27][CH2:26][CH:25]([C:28]3[CH:33]=[CH:32][CH:31]=[C:30]([F:34])[CH:29]=3)[CH2:24]1)[C:17](=[O:18])[CH:16]=[CH:15]2)[C:2]1[CH:7]=[CH:6][CH:5]=[CH:4][CH:3]=1. (3) Given the reactants [CH2:1]([O:8][C:9]([N:11]1[CH2:16][CH2:15][CH:14]([C:17](=[O:26])[NH:18][C:19]2[CH:24]=[C:23](Cl)[N:22]=[CH:21][N:20]=2)[CH2:13][CH2:12]1)=[O:10])[C:2]1[CH:7]=[CH:6][CH:5]=[CH:4][CH:3]=1.[CH:27]([O:30][C:31]1[CH:36]=[CH:35][CH:34]=[CH:33][C:32]=1B(O)O)([CH3:29])[CH3:28].C1(P(C2C=CC=CC=2)C2C=CC=CC=2)C=CC=CC=1, predict the reaction product. The product is: [CH2:1]([O:8][C:9]([N:11]1[CH2:16][CH2:15][CH:14]([C:17](=[O:26])[NH:18][C:19]2[CH:24]=[C:23]([C:32]3[CH:33]=[CH:34][CH:35]=[CH:36][C:31]=3[O:30][CH:27]([CH3:29])[CH3:28])[N:22]=[CH:21][N:20]=2)[CH2:13][CH2:12]1)=[O:10])[C:2]1[CH:7]=[CH:6][CH:5]=[CH:4][CH:3]=1. (4) Given the reactants [Cl:1][C:2]1[CH:10]=[C:9]2[C:5]([CH:6]=[C:7]([CH2:11][C:12]3[CH:13]=[CH:14][C:15]([CH3:22])=[C:16]([CH:21]=3)[C:17]([O:19]C)=[O:18])[NH:8]2)=[CH:4][C:3]=1[C:23]1[CH:28]=[CH:27][C:26]([N:29]2[CH2:33][CH2:32][CH2:31][CH2:30]2)=[CH:25][CH:24]=1.CO.[OH-].[Na+], predict the reaction product. The product is: [Cl:1][C:2]1[CH:10]=[C:9]2[C:5]([CH:6]=[C:7]([CH2:11][C:12]3[CH:13]=[CH:14][C:15]([CH3:22])=[C:16]([CH:21]=3)[C:17]([OH:19])=[O:18])[NH:8]2)=[CH:4][C:3]=1[C:23]1[CH:28]=[CH:27][C:26]([N:29]2[CH2:33][CH2:32][CH2:31][CH2:30]2)=[CH:25][CH:24]=1. (5) Given the reactants [H-].[Na+].[CH:3]1([CH2:6][CH2:7][OH:8])[CH2:5][CH2:4]1.F[C:10]1[CH:15]=[CH:14][C:13]([N+:16]([O-:18])=[O:17])=[CH:12][CH:11]=1, predict the reaction product. The product is: [CH:3]1([CH2:6][CH2:7][O:8][C:10]2[CH:15]=[CH:14][C:13]([N+:16]([O-:18])=[O:17])=[CH:12][CH:11]=2)[CH2:5][CH2:4]1. (6) Given the reactants [CH3:1][N:2]([CH3:7])[C@@H:3]([CH3:6])[CH2:4][OH:5].[Cl:8][C:9]1[CH:10]=[C:11]([NH:24][C:25]2[C:34]3[C:29](=[CH:30][CH:31]=[CH:32][C:33]=3F)[N:28]=[CH:27][N:26]=2)[CH:12]=[CH:13][C:14]=1[O:15][CH2:16][C:17]1[CH:22]=[CH:21][CH:20]=[C:19]([F:23])[CH:18]=1, predict the reaction product. The product is: [Cl:8][C:9]1[CH:10]=[C:11]([NH:24][C:25]2[C:34]3[C:29](=[CH:30][CH:31]=[CH:32][C:33]=3[O:5][CH2:4][C@@H:3]([N:2]([CH3:7])[CH3:1])[CH3:6])[N:28]=[CH:27][N:26]=2)[CH:12]=[CH:13][C:14]=1[O:15][CH2:16][C:17]1[CH:22]=[CH:21][CH:20]=[C:19]([F:23])[CH:18]=1. (7) Given the reactants [N:1]([C:4]1[S:8][C:7]2[CH2:9][CH2:10][CH2:11][C:6]=2[C:5]=1[C:12]([O:14]C)=O)=[C:2]=[S:3].[CH3:16][C:17]1[N:21]([CH2:22][CH2:23][CH2:24][NH2:25])[CH:20]=[N:19][CH:18]=1, predict the reaction product. The product is: [CH3:16][C:17]1[N:21]([CH2:22][CH2:23][CH2:24][N:25]2[C:12](=[O:14])[C:5]3[C:6]4[CH2:11][CH2:10][CH2:9][C:7]=4[S:8][C:4]=3[NH:1][C:2]2=[S:3])[CH:20]=[N:19][CH:18]=1. (8) Given the reactants [Si]([O:8][C@H:9]([C:48]1[CH:49]=[CH:50][C:51]([OH:57])=[C:52]([NH:54][CH:55]=[O:56])[CH:53]=1)[CH2:10][NH:11][CH2:12][CH2:13][C:14]1[CH:19]=[CH:18][C:17]([O:20][CH2:21][CH2:22][CH2:23][CH2:24][C:25]2[CH:30]=[CH:29][C:28]([OH:31])=[C:27]([C@@H:32]([C:42]3[CH:47]=[CH:46][CH:45]=[CH:44][CH:43]=3)[CH2:33][CH2:34][N:35]([CH:39]([CH3:41])[CH3:40])[CH:36]([CH3:38])[CH3:37])[CH:26]=2)=[CH:16][CH:15]=1)(C(C)(C)C)(C)C.CCN(CC)CC.F.F.F.N, predict the reaction product. The product is: [NH3:11].[CH:39]([N:35]([CH:36]([CH3:38])[CH3:37])[CH2:34][CH2:33][C@@H:32]([C:27]1[CH:26]=[C:25]([CH2:24][CH2:23][CH2:22][CH2:21][O:20][C:17]2[CH:16]=[CH:15][C:14]([CH2:13][CH2:12][NH:11][CH2:10][C@@H:9]([C:48]3[CH:49]=[CH:50][C:51]([OH:57])=[C:52]([NH:54][CH:55]=[O:56])[CH:53]=3)[OH:8])=[CH:19][CH:18]=2)[CH:30]=[CH:29][C:28]=1[OH:31])[C:42]1[CH:43]=[CH:44][CH:45]=[CH:46][CH:47]=1)([CH3:41])[CH3:40]. (9) Given the reactants Br[C:2]1[N:3]=[C:4]2[C:10]([C:11](=[O:16])[C:12]([CH3:15])([CH3:14])[CH3:13])=[CH:9][N:8]([CH2:17][O:18][CH2:19][CH2:20][Si:21]([CH3:24])([CH3:23])[CH3:22])[C:5]2=[N:6][CH:7]=1.[NH:25]1[CH:29]=[CH:28][CH:27]=[CH:26]1.[C:30](=[O:33])([O-])[O-].[Cs+].[Cs+].[NH:36]1[CH2:43][CH2:42][CH2:41][C@H]1C(O)=O, predict the reaction product. The product is: [N:36]1([C:30]([C:27]2[CH:28]=[CH:29][N:25]([C:2]3[N:3]=[C:4]4[C:10]([C:11](=[O:16])[C:12]([CH3:15])([CH3:14])[CH3:13])=[CH:9][N:8]([CH2:17][O:18][CH2:19][CH2:20][Si:21]([CH3:24])([CH3:23])[CH3:22])[C:5]4=[N:6][CH:7]=3)[CH:26]=2)=[O:33])[CH2:41][CH2:42][CH2:43]1. (10) Given the reactants [PH4+].[Li]CCCC.[O:7]1[CH2:12][CH2:11][C:10](=O)[CH2:9][CH2:8]1.[CH2:14]1C[O:17][CH2:16][CH2:15]1, predict the reaction product. The product is: [O:7]1[CH2:12][CH2:11][C:10](=[CH:14][CH2:15][CH2:16][OH:17])[CH2:9][CH2:8]1.